This data is from Forward reaction prediction with 1.9M reactions from USPTO patents (1976-2016). The task is: Predict the product of the given reaction. (1) Given the reactants C1(P(C2C=CC=CC=2)C2C=CC=CC=2)C=CC=CC=1.[C:20]([C:22]1[CH:27]=[CH:26][C:25]([NH:28][CH:29]([C:63]2[CH:68]=[C:67]([CH2:69][CH3:70])[CH:66]=[C:65]([OH:71])[C:64]=2[F:72])[C:30]2[N:31]([C:44]([C:57]3[CH:62]=[CH:61][CH:60]=[CH:59][CH:58]=3)([C:51]3[CH:56]=[CH:55][CH:54]=[CH:53][CH:52]=3)[C:45]3[CH:50]=[CH:49][CH:48]=[CH:47][CH:46]=3)[CH:32]=[C:33]([C:35]3[CH:43]=[CH:42][CH:41]=[CH:40][C:36]=3[C:37]([NH2:39])=[O:38])[N:34]=2)=[CH:24][CH:23]=1)#[N:21].O[C@@H:74]1[CH2:78][CH2:77][O:76][CH2:75]1, predict the reaction product. The product is: [C:20]([C:22]1[CH:27]=[CH:26][C:25]([NH:28][CH:29]([C:63]2[CH:68]=[C:67]([CH2:69][CH3:70])[CH:66]=[C:65]([O:71][C@H:74]3[CH2:78][CH2:77][O:76][CH2:75]3)[C:64]=2[F:72])[C:30]2[N:31]([C:44]([C:45]3[CH:50]=[CH:49][CH:48]=[CH:47][CH:46]=3)([C:51]3[CH:56]=[CH:55][CH:54]=[CH:53][CH:52]=3)[C:57]3[CH:58]=[CH:59][CH:60]=[CH:61][CH:62]=3)[CH:32]=[C:33]([C:35]3[CH:43]=[CH:42][CH:41]=[CH:40][C:36]=3[C:37]([NH2:39])=[O:38])[N:34]=2)=[CH:24][CH:23]=1)#[N:21]. (2) Given the reactants [CH2:1]([N:3]1[CH2:8][CH2:7][N:6]([C:9]2[N:14]=[CH:13][C:12]([NH:15][C:16]3[N:17]=[CH:18][C:19]4[S:24][CH:23]=[C:22]([C:25]5[CH:26]=[C:27]([NH:31][S:32]([CH3:35])(=[O:34])=[O:33])[CH:28]=[CH:29][CH:30]=5)[C:20]=4[N:21]=3)=[CH:11][CH:10]=2)[CH2:5][CH2:4]1)[CH3:2].[ClH:36], predict the reaction product. The product is: [ClH:36].[CH2:1]([N:3]1[CH2:8][CH2:7][N:6]([C:9]2[N:14]=[CH:13][C:12]([NH:15][C:16]3[N:17]=[CH:18][C:19]4[S:24][CH:23]=[C:22]([C:25]5[CH:26]=[C:27]([NH:31][S:32]([CH3:35])(=[O:34])=[O:33])[CH:28]=[CH:29][CH:30]=5)[C:20]=4[N:21]=3)=[CH:11][CH:10]=2)[CH2:5][CH2:4]1)[CH3:2]. (3) Given the reactants [CH3:1][O:2][C:3]1[CH:28]=[CH:27][C:6]([NH:7][C:8]2[CH:20]=[C:19]([C:21]3[CH:26]=[CH:25][CH:24]=[CH:23][CH:22]=3)[CH:18]=[CH:17][C:9]=2[C:10]([O:12]C(C)(C)C)=[O:11])=[CH:5][CH:4]=1, predict the reaction product. The product is: [CH3:1][O:2][C:3]1[CH:4]=[CH:5][C:6]([NH:7][C:8]2[CH:20]=[C:19]([C:21]3[CH:26]=[CH:25][CH:24]=[CH:23][CH:22]=3)[CH:18]=[CH:17][C:9]=2[C:10]([OH:12])=[O:11])=[CH:27][CH:28]=1. (4) The product is: [F:33][C:2]([F:1])([F:34])[C:3]1[CH:4]=[C:5]([CH:30]=[CH:31][CH:32]=1)[C:6]([NH:8][C:9]1[CH:10]=[C:11]([CH:27]=[CH:28][CH:29]=1)[O:12][C:13]1[CH:14]=[CH:15][C:16]2[N:17]([CH:19]=[C:20]([C:22]([OH:24])=[O:23])[N:21]=2)[N:18]=1)=[O:7]. Given the reactants [F:1][C:2]([F:34])([F:33])[C:3]1[CH:4]=[C:5]([CH:30]=[CH:31][CH:32]=1)[C:6]([NH:8][C:9]1[CH:10]=[C:11]([CH:27]=[CH:28][CH:29]=1)[O:12][C:13]1[CH:14]=[CH:15][C:16]2[N:17]([CH:19]=[C:20]([C:22]([O:24]CC)=[O:23])[N:21]=2)[N:18]=1)=[O:7].[OH-].[Na+].CO.Cl, predict the reaction product. (5) Given the reactants [F:1][C:2]1[CH:7]=[CH:6][C:5]([NH:8][C:9](=[O:17])[C:10]2[CH:15]=[CH:14][C:13]([F:16])=[CH:12][N:11]=2)=[CH:4][C:3]=1[C:18]12[CH2:26][O:25][CH2:24][CH:23]1[CH2:22][S:21][C:20]([NH:27][C:28](=[O:34])[O:29][C:30]([CH3:33])([CH3:32])[CH3:31])=[N:19]2.CO.C(=O)=O, predict the reaction product. The product is: [F:1][C:2]1[CH:7]=[CH:6][C:5]([NH:8][C:9](=[O:17])[C:10]2[CH:15]=[CH:14][C:13]([F:16])=[CH:12][N:11]=2)=[CH:4][C:3]=1[C@:18]12[CH2:26][O:25][CH2:24][C@H:23]1[CH2:22][S:21][C:20]([NH:27][C:28](=[O:34])[O:29][C:30]([CH3:32])([CH3:31])[CH3:33])=[N:19]2. (6) Given the reactants [O:1]=[C:2]1[N:6]([C:7]2[CH:12]=[CH:11][CH:10]=[CH:9][CH:8]=2)[CH2:5][CH2:4][N:3]1[C:13](Cl)=[O:14].[NH2:16][C:17]1[CH:37]=[CH:36][C:20]([O:21][C:22]2[CH:27]=[CH:26][N:25]=[C:24]([NH:28][C:29]([N:31]3[CH2:35][CH2:34][CH2:33][CH2:32]3)=[O:30])[CH:23]=2)=[C:19]([F:38])[CH:18]=1.CCN(C(C)C)C(C)C, predict the reaction product. The product is: [F:38][C:19]1[CH:18]=[C:17]([NH:16][C:13]([N:3]2[CH2:4][CH2:5][N:6]([C:7]3[CH:12]=[CH:11][CH:10]=[CH:9][CH:8]=3)[C:2]2=[O:1])=[O:14])[CH:37]=[CH:36][C:20]=1[O:21][C:22]1[CH:27]=[CH:26][N:25]=[C:24]([NH:28][C:29]([N:31]2[CH2:32][CH2:33][CH2:34][CH2:35]2)=[O:30])[CH:23]=1. (7) Given the reactants [O:1]=[S:2]1(=[O:31])[CH2:7][CH:6]=[C:5]([C:8]2[S:9][C:10]([C:13]3[CH:14]=[C:15]([NH:20][C:21]4[N:26]=[C:25]([C:27]([F:30])([F:29])[F:28])[CH:24]=[CH:23][N:22]=4)[CH:16]=[C:17]([CH3:19])[CH:18]=3)=[CH:11][N:12]=2)[CH2:4][CH2:3]1, predict the reaction product. The product is: [O:31]=[S:2]1(=[O:1])[CH2:7][CH2:6][CH:5]([C:8]2[S:9][C:10]([C:13]3[CH:14]=[C:15]([NH:20][C:21]4[N:26]=[C:25]([C:27]([F:30])([F:29])[F:28])[CH:24]=[CH:23][N:22]=4)[CH:16]=[C:17]([CH3:19])[CH:18]=3)=[CH:11][N:12]=2)[CH2:4][CH2:3]1. (8) Given the reactants [CH3:1][O:2][C:3](=[O:15])[C:4]1[CH:13]=[CH:12][C:7]([C:8]([O:10][CH3:11])=[O:9])=[CH:6][C:5]=1[NH2:14].CC(O)=O.[O-:20][C:21]#[N:22].[K+].[O-]C#N, predict the reaction product. The product is: [NH2:22][C:21]([NH:14][C:5]1[CH:6]=[C:7]([C:8]([O:10][CH3:11])=[O:9])[CH:12]=[CH:13][C:4]=1[C:3]([O:2][CH3:1])=[O:15])=[O:20]. (9) Given the reactants [NH2:1][C:2]1[C:11]2[C:6](=[C:7](Br)[CH:8]=[CH:9][CH:10]=2)[N:5]=[N:4][C:3]=1[C:13]([NH:15][CH2:16][CH3:17])=[O:14].[CH3:18][O:19][C:20]1[CH:25]=[CH:24][N:23]=[CH:22][C:21]=1B(O)O, predict the reaction product. The product is: [NH2:1][C:2]1[C:11]2[C:6](=[C:7]([C:21]3[CH:22]=[N:23][CH:24]=[CH:25][C:20]=3[O:19][CH3:18])[CH:8]=[CH:9][CH:10]=2)[N:5]=[N:4][C:3]=1[C:13]([NH:15][CH2:16][CH3:17])=[O:14].